From a dataset of Full USPTO retrosynthesis dataset with 1.9M reactions from patents (1976-2016). Predict the reactants needed to synthesize the given product. (1) Given the product [Br:1][C:2]1[CH:3]=[CH:4][C:5]([CH2:8][Br:16])=[N:6][CH:7]=1, predict the reactants needed to synthesize it. The reactants are: [Br:1][C:2]1[CH:3]=[CH:4][C:5]([CH3:8])=[N:6][CH:7]=1.C1C(=O)N([Br:16])C(=O)C1.CC(N=NC(C#N)(C)C)(C#N)C. (2) Given the product [C:1]([O:5][C:6]([NH:8][C@@H:9]([CH:37]([C:38]1[CH:43]=[CH:42][C:41]([F:44])=[CH:40][CH:39]=1)[C:45]1[CH:46]=[CH:47][C:48]([F:51])=[CH:49][CH:50]=1)[C:10]([NH:12][C:13]1[CH:35]=[CH:34][CH:33]=[C:32]([F:36])[C:14]=1[CH2:15][CH2:16][C@H:17]1[CH2:24][N:23]([C:25]([O:27][C:28]([CH3:30])([CH3:29])[CH3:31])=[O:26])[CH2:22][C:19]2([CH2:20][CH2:21]2)[N:18]1[S:67]([C:61]1[CH:66]=[CH:65][CH:64]=[CH:63][CH:62]=1)(=[O:69])=[O:68])=[O:11])=[O:7])([CH3:2])([CH3:3])[CH3:4], predict the reactants needed to synthesize it. The reactants are: [C:1]([O:5][C:6]([NH:8][C@@H:9]([CH:37]([C:45]1[CH:50]=[CH:49][C:48]([F:51])=[CH:47][CH:46]=1)[C:38]1[CH:43]=[CH:42][C:41]([F:44])=[CH:40][CH:39]=1)[C:10]([NH:12][C:13]1[CH:35]=[CH:34][CH:33]=[C:32]([F:36])[C:14]=1[CH2:15][CH2:16][C@H:17]1[CH2:24][N:23]([C:25]([O:27][C:28]([CH3:31])([CH3:30])[CH3:29])=[O:26])[CH2:22][C:19]2([CH2:21][CH2:20]2)[NH:18]1)=[O:11])=[O:7])([CH3:4])([CH3:3])[CH3:2].CCN(C(C)C)C(C)C.[C:61]1([S:67](Cl)(=[O:69])=[O:68])[CH:66]=[CH:65][CH:64]=[CH:63][CH:62]=1.C([O-])(O)=O.[Na+]. (3) Given the product [CH2:18]([N:7]1[CH2:8][C@H:9]([C:10]2[CH:15]=[CH:14][C:13]([Cl:16])=[C:12]([Cl:17])[CH:11]=2)[C@@H:5]([CH2:3][OH:2])[CH2:6]1)[C:19]1[CH:20]=[CH:21][CH:22]=[CH:23][CH:24]=1, predict the reactants needed to synthesize it. The reactants are: C[O:2][C:3]([C@@H:5]1[C@@H:9]([C:10]2[CH:15]=[CH:14][C:13]([Cl:16])=[C:12]([Cl:17])[CH:11]=2)[CH2:8][N:7]([CH2:18][C:19]2[CH:24]=[CH:23][CH:22]=[CH:21][CH:20]=2)[CH2:6]1)=O.[H-].[H-].[H-].[H-].[Li+].[Al+3].O.[OH-].[Na+]. (4) Given the product [C:1]([O:5][C:6]([NH:8][CH2:9][CH:10]([C:15]1[CH:20]=[CH:19][C:18]([Cl:21])=[CH:17][CH:16]=1)[CH2:11][C:12]([NH:26][C:27]1[CH:35]=[CH:34][C:30]([C:31]([NH2:33])=[O:32])=[C:29]([F:36])[CH:28]=1)=[O:14])=[O:7])([CH3:2])([CH3:3])[CH3:4], predict the reactants needed to synthesize it. The reactants are: [C:1]([O:5][C:6]([NH:8][CH2:9][CH:10]([C:15]1[CH:20]=[CH:19][C:18]([Cl:21])=[CH:17][CH:16]=1)[CH2:11][C:12]([OH:14])=O)=[O:7])([CH3:4])([CH3:3])[CH3:2].C(Cl)CCl.[NH2:26][C:27]1[CH:35]=[CH:34][C:30]([C:31]([NH2:33])=[O:32])=[C:29]([F:36])[CH:28]=1. (5) Given the product [CH2:1]([O:3][C:4](=[O:14])[C:5]1[CH:10]=[CH:9][C:8]([O:11][CH3:12])=[C:7]([O:13][CH2:16][CH2:15][O:17][CH2:18][CH3:19])[CH:6]=1)[CH3:2], predict the reactants needed to synthesize it. The reactants are: [CH2:1]([O:3][C:4](=[O:14])[C:5]1[CH:10]=[CH:9][C:8]([O:11][CH3:12])=[C:7]([OH:13])[CH:6]=1)[CH3:2].[CH2:15]([O:17][CH2:18][CH2:19]Br)[CH3:16].C([O-])([O-])=O.[K+].[K+].[Na+].[I-]. (6) Given the product [CH2:1]([O:3][CH:4]([O:7][CH2:8][CH3:9])[CH2:5][O:18][C:10](=[O:17])[C:11]1[CH:16]=[CH:15][CH:14]=[CH:13][CH:12]=1)[CH3:2], predict the reactants needed to synthesize it. The reactants are: [CH2:1]([O:3][CH:4]([O:7][CH2:8][CH3:9])[CH2:5]Cl)[CH3:2].[C:10]([O-:18])(=[O:17])[C:11]1[CH:16]=[CH:15][CH:14]=[CH:13][CH:12]=1.[K+].CN(C=O)C.O.